This data is from Full USPTO retrosynthesis dataset with 1.9M reactions from patents (1976-2016). The task is: Predict the reactants needed to synthesize the given product. Given the product [Cl:3][C:4]1[CH:5]=[C:6]([C@@H:14]([N:16]2[CH2:20][CH2:19][CH:18]([C:21]3([C:27]4[CH:28]=[CH:29][C:30]([F:33])=[CH:31][CH:32]=4)[CH2:22][CH2:23][N:24]([CH3:37])[CH2:25][CH2:26]3)[C:17]2=[O:34])[CH3:15])[C:7]2[C:12]([CH:13]=1)=[CH:11][CH:10]=[CH:9][CH:8]=2, predict the reactants needed to synthesize it. The reactants are: C=O.[Cl:3][C:4]1[CH:5]=[C:6]([C@@H:14]([N:16]2[CH2:20][CH2:19][CH:18]([C:21]3([C:27]4[CH:32]=[CH:31][C:30]([F:33])=[CH:29][CH:28]=4)[CH2:26][CH2:25][NH:24][CH2:23][CH2:22]3)[C:17]2=[O:34])[CH3:15])[C:7]2[C:12]([CH:13]=1)=[CH:11][CH:10]=[CH:9][CH:8]=2.[BH-](OC(C)=O)(OC(C)=O)O[C:37](C)=O.[Na+].